From a dataset of Catalyst prediction with 721,799 reactions and 888 catalyst types from USPTO. Predict which catalyst facilitates the given reaction. (1) Reactant: CC1C=CC(S([O:11][CH2:12][CH2:13][C:14]#[CH:15])(=O)=O)=CC=1.C([O-])([O-])=O.[K+].[K+].[CH2:22]([NH:24][CH2:25][CH3:26])[CH3:23]. The catalyst class is: 1. Product: [CH2:22]([N:24]([CH2:25][CH3:26])[CH2:12][CH2:13][C:14]#[CH:15])[CH3:23].[CH2:14]1[CH2:15][O:11][CH2:12][CH2:13]1. (2) Reactant: [Si]([O:8][C@H:9]([C:23]1[CH:32]=[CH:31][C:30]([OH:33])=[C:29]2[C:24]=1[CH:25]=[CH:26][C:27](=[O:34])[NH:28]2)[CH2:10][NH:11][CH:12]1[CH2:17][CH2:16][N:15]([CH2:18][CH2:19][C:20](O)=[O:21])[CH2:14][CH2:13]1)(C(C)(C)C)(C)C.C[N:36](C(ON1N=NC2C=CC=NC1=2)=[N+](C)C)C.F[P-](F)(F)(F)(F)F.C(N(CC)CC)C.[Cl:66][C:67]1[CH:68]=[C:69]([CH:72]=[C:73]([Cl:75])[CH:74]=1)[CH2:70]N. Product: [Cl:66][C:67]1[CH:68]=[C:69]([CH:72]=[C:73]([Cl:75])[CH:74]=1)[CH2:70][CH:19]([CH2:18][N:15]1[CH2:14][CH2:13][CH:12]([NH:11][CH2:10][C@H:9]([OH:8])[C:23]2[CH:32]=[CH:31][C:30]([OH:33])=[C:29]3[C:24]=2[CH:25]=[CH:26][C:27](=[O:34])[NH:28]3)[CH2:17][CH2:16]1)[C:20]([NH2:36])=[O:21]. The catalyst class is: 3. (3) Product: [Br:12][C:8]1[CH:9]=[CH:10][CH:11]=[C:2]([C:13]2[CH:18]=[CH:17][CH:16]=[CH:15][CH:14]=2)[C:3]=1[C:4]([O:6][CH3:7])=[O:5]. The catalyst class is: 11. Reactant: Br[C:2]1[CH:11]=[CH:10][CH:9]=[C:8]([Br:12])[C:3]=1[C:4]([O:6][CH3:7])=[O:5].[C:13]1(B(O)O)[CH:18]=[CH:17][CH:16]=[CH:15][CH:14]=1.C(=O)([O-])[O-].[Na+].[Na+]. (4) Reactant: [C:1]([O:5][C:6](=[O:25])[N:7]([C:16]1[C:17](=[O:24])[N:18]([CH3:23])[CH:19]=[C:20]([Br:22])[CH:21]=1)[C:8]1[CH:13]=[CH:12][C:11]([CH:14]=O)=[CH:10][N:9]=1)([CH3:4])([CH3:3])[CH3:2].[CH2:26]([NH2:28])[CH3:27].C(O[BH-](OC(=O)C)OC(=O)C)(=O)C.[Na+].C(O)(=O)C. Product: [C:1]([O:5][C:6](=[O:25])[N:7]([C:16]1[C:17](=[O:24])[N:18]([CH3:23])[CH:19]=[C:20]([Br:22])[CH:21]=1)[C:8]1[CH:13]=[CH:12][C:11]([CH2:14][NH:28][CH2:26][CH3:27])=[CH:10][N:9]=1)([CH3:3])([CH3:4])[CH3:2]. The catalyst class is: 76. (5) Reactant: Cl[C:2]1[CH:11]=[CH:10][C:9](F)=[C:8]2[C:3]=1[CH:4]=[C:5]([O:13][S:14]([C:17]([F:20])([F:19])[F:18])(=[O:16])=[O:15])[N:6]=[CH:7]2.[F:21][C:22]([F:36])([F:35])[O:23]C1C=C2C(C=C(O)N=C2)=CC=1.S(OS(C(F)(F)F)(=O)=O)(C(F)(F)F)(=O)=O.CCN(CC)CC. Product: [F:21][C:22]([F:36])([F:35])[O:23][C:10]1[CH:9]=[C:8]2[C:3]([CH:4]=[C:5]([O:13][S:14]([C:17]([F:20])([F:19])[F:18])(=[O:16])=[O:15])[N:6]=[CH:7]2)=[CH:2][CH:11]=1. The catalyst class is: 2.